This data is from Experimentally validated miRNA-target interactions with 360,000+ pairs, plus equal number of negative samples. The task is: Binary Classification. Given a miRNA mature sequence and a target amino acid sequence, predict their likelihood of interaction. The protein sequence of the target gene is MPPGRWHAAYPAQAQSSRERGRLQTVKKEEEDESYTPVQAARPQTLNRPGQELFRQLFRQLRYHESSGPLETLSRLRELCRWWLRPDVLSKAQILELLVLEQFLSILPGELRVWVQLHNPESGEEAVALLEELQRDLDGTSWRDPGPAQSPDVHWMGTGALRSAQIWSLASPLRSSSALGDHLEPPYEIEARDFLAGQSDTPAAQMPALFPREGCPGDQVTPTRSLTAQLQETMTFKDVEVTFSQDEWGWLDSAQRNLYRDVMLENYRNMASLVGPFTKPALISWLEAREPWGLNMQAAQ.... The miRNA is hsa-miR-6745 with sequence UGGGUGGAAGAAGGUCUGGUU. Result: 1 (interaction).